Dataset: Reaction yield outcomes from USPTO patents with 853,638 reactions. Task: Predict the reaction yield, written as a fraction of the theoretical maximum amount of product (1.0 means a 100% yield; for example, 0.34 means a 34% yield). (1) The reactants are C([O:3][C:4]([C:6]1[S:7][C:8]([C:19]2[CH:24]=[CH:23][C:22]([Cl:25])=[CH:21][CH:20]=2)=[C:9]([C:11]2[CH:16]=[CH:15][C:14]([Cl:17])=[CH:13][C:12]=2[Cl:18])[N:10]=1)=O)C.[NH2:26][N:27]1[CH2:32][CH2:31][CH2:30][CH2:29][CH2:28]1. The catalyst is ClCCl. The product is [Cl:25][C:22]1[CH:21]=[CH:20][C:19]([C:8]2[S:7][C:6]([C:4]([NH:26][N:27]3[CH2:32][CH2:31][CH2:30][CH2:29][CH2:28]3)=[O:3])=[N:10][C:9]=2[C:11]2[CH:16]=[CH:15][C:14]([Cl:17])=[CH:13][C:12]=2[Cl:18])=[CH:24][CH:23]=1. The yield is 0.290. (2) The catalyst is CN(C=O)C. The product is [CH2:23]([O:22][C:20](=[O:21])[CH2:19][NH:18][C:10](=[O:12])[C@@H:9]1[CH2:13][C@@H:14]([O:16][CH3:17])[CH2:15][N:8]1[C:6]([O:5][C:1]([CH3:2])([CH3:3])[CH3:4])=[O:7])[C:24]1[CH:29]=[CH:28][CH:27]=[CH:26][CH:25]=1. The reactants are [C:1]([O:5][C:6]([N:8]1[CH2:15][C@H:14]([O:16][CH3:17])[CH2:13][C@H:9]1[C:10]([OH:12])=O)=[O:7])([CH3:4])([CH3:3])[CH3:2].[NH2:18][CH2:19][C:20]([O:22][CH2:23][C:24]1[CH:29]=[CH:28][CH:27]=[CH:26][CH:25]=1)=[O:21].CC1C=CC(S(O)(=O)=O)=CC=1.C1CCC(N=C=NC2CCCCC2)CC1.C1C=CC2N(O)N=NC=2C=1.O.CCN(C(C)C)C(C)C. The yield is 0.820. (3) The reactants are [CH3:1][C:2]([CH3:29])([CH3:28])[CH2:3][N:4]([CH3:27])[C:5]1[C:10]([N+:11]([O-])=O)=[C:9]([NH:14][C:15]2[CH:20]=[C:19]([C:21]3[NH:25][CH:24]=[N:23][N:22]=3)[CH:18]=[CH:17][C:16]=2[CH3:26])[N:8]=[CH:7][N:6]=1. The catalyst is CO.[Pd]. The product is [CH3:1][C:2]([CH3:29])([CH3:28])[CH2:3][N:4]([CH3:27])[C:5]1[C:10]([NH2:11])=[C:9]([NH:14][C:15]2[CH:20]=[C:19]([C:21]3[NH:25][CH:24]=[N:23][N:22]=3)[CH:18]=[CH:17][C:16]=2[CH3:26])[N:8]=[CH:7][N:6]=1. The yield is 0.250. (4) The reactants are [NH2:1][C:2]1[NH:3][C:4]([CH2:7][OH:8])=[N:5][N:6]=1.[C:9](O[C:9]([O:11][C:12]([CH3:15])([CH3:14])[CH3:13])=[O:10])([O:11][C:12]([CH3:15])([CH3:14])[CH3:13])=[O:10]. The catalyst is CC(O)(C)C. The product is [OH:8][CH2:7][C:4]1[NH:3][C:2]([NH:1][C:9](=[O:10])[O:11][C:12]([CH3:15])([CH3:14])[CH3:13])=[N:6][N:5]=1. The yield is 0.220.